Predict the reaction yield, written as a fraction of the theoretical maximum amount of product (1.0 means a 100% yield; for example, 0.34 means a 34% yield). From a dataset of Reaction yield outcomes from USPTO patents with 853,638 reactions. (1) The yield is 0.520. The catalyst is C1C=CC(/C=C/C(/C=C/C2C=CC=CC=2)=O)=CC=1.C1C=CC(/C=C/C(/C=C/C2C=CC=CC=2)=O)=CC=1.C1C=CC(/C=C/C(/C=C/C2C=CC=CC=2)=O)=CC=1.[Pd].[Pd].O1CCOCC1. The reactants are [NH2:1][C:2]1[CH:7]=[CH:6][C:5]([C@H:8]([N:14]([CH:16]([CH3:18])[CH3:17])[CH3:15])[C:9]([N:11]([CH3:13])[CH3:12])=[O:10])=[CH:4][CH:3]=1.Br[C:20]1[C:21](=[O:46])[N:22]([CH3:45])[CH:23]=[C:24]([C:26]2[C:27]([CH3:44])=[C:28]([NH:32][C:33]([C:35]3[S:39][C:38]4[CH2:40][CH2:41][CH2:42][CH2:43][C:37]=4[CH:36]=3)=[O:34])[CH:29]=[CH:30][CH:31]=2)[N:25]=1.C(=O)([O-])[O-].[Cs+].[Cs+].CC1(C)C2C(=C(P(C3C=CC=CC=3)C3C=CC=CC=3)C=CC=2)OC2C(P(C3C=CC=CC=3)C3C=CC=CC=3)=CC=CC1=2. The product is [CH3:13][N:11]([CH3:12])[C:9](=[O:10])[C@H:8]([C:5]1[CH:6]=[CH:7][C:2]([NH:1][C:20]2[C:21](=[O:46])[N:22]([CH3:45])[CH:23]=[C:24]([C:26]3[C:27]([CH3:44])=[C:28]([NH:32][C:33]([C:35]4[S:39][C:38]5[CH2:40][CH2:41][CH2:42][CH2:43][C:37]=5[CH:36]=4)=[O:34])[CH:29]=[CH:30][CH:31]=3)[N:25]=2)=[CH:3][CH:4]=1)[N:14]([CH:16]([CH3:18])[CH3:17])[CH3:15]. (2) The reactants are [N:1]1[C:14]2[N:8]3[C:9](=[O:13])[NH:10][CH:11]=[CH:12][C:7]3=[CH:6][C:5]=2[CH:4]=[CH:3][CH:2]=1.[H-].[Na+].[CH2:17](Cl)[O:18][CH3:19]. The catalyst is CN(C=O)C. The product is [CH3:17][O:18][CH2:19][N:10]1[CH:11]=[CH:12][C:7]2=[CH:6][C:5]3[CH:4]=[CH:3][CH:2]=[N:1][C:14]=3[N:8]2[C:9]1=[O:13]. The yield is 0.870. (3) The reactants are [CH2:1]([O:8][C:9]([N:11]1[CH2:16][CH2:15][CH2:14][C@@H:13]([CH:17]([NH:25][CH2:26][CH:27]=[CH2:28])[CH2:18][CH2:19]OS(C)(=O)=O)[CH2:12]1)=[O:10])[C:2]1[CH:7]=[CH:6][CH:5]=[CH:4][CH:3]=1. The catalyst is CC#N. The product is [CH2:1]([O:8][C:9]([N:11]1[CH2:16][CH2:15][CH2:14][C@@H:13]([CH:17]2[CH2:18][CH2:19][N:25]2[CH2:26][CH:27]=[CH2:28])[CH2:12]1)=[O:10])[C:2]1[CH:7]=[CH:6][CH:5]=[CH:4][CH:3]=1. The yield is 0.850. (4) The reactants are [CH3:1][O:2][C:3]1[CH:25]=[CH:24][CH:23]=[CH:22][C:4]=1[O:5][CH2:6][CH2:7][NH:8][C:9](=[O:21])[C:10]1[CH:15]=[CH:14][C:13]([N+:16]([O-:18])=[O:17])=[C:12](OC)[CH:11]=1.[CH3:26][NH2:27].CS(C)=O.Cl. The product is [CH3:1][O:2][C:3]1[CH:25]=[CH:24][CH:23]=[CH:22][C:4]=1[O:5][CH2:6][CH2:7][NH:8][C:9](=[O:21])[C:10]1[CH:15]=[CH:14][C:13]([N+:16]([O-:18])=[O:17])=[C:12]([NH:27][CH3:26])[CH:11]=1. The catalyst is O. The yield is 0.890. (5) The catalyst is C1COCC1. The yield is 0.510. The reactants are [Cl:1][C:2]1[N:7]=[CH:6][C:5]([C:8](=[O:10])[CH3:9])=[CH:4][N:3]=1.[CH3:11][Mg+].[Br-]. The product is [Cl:1][C:2]1[N:7]=[CH:6][C:5]([C:8]([OH:10])([CH3:11])[CH3:9])=[CH:4][N:3]=1.